This data is from Forward reaction prediction with 1.9M reactions from USPTO patents (1976-2016). The task is: Predict the product of the given reaction. (1) Given the reactants B.O1CCCC1.[I:7][C:8]1[CH:13]=[CH:12][C:11]([N:14]2[CH2:18][CH2:17][CH2:16][C:15]2=O)=[CH:10][CH:9]=1.Cl.C([O-])(O)=O.[Na+], predict the reaction product. The product is: [I:7][C:8]1[CH:9]=[CH:10][C:11]([N:14]2[CH2:18][CH2:17][CH2:16][CH2:15]2)=[CH:12][CH:13]=1. (2) Given the reactants [NH2:1][C:2]1[C:15]2[C:6](=[CH:7][C:8]3[C:13]([CH:14]=2)=[CH:12][CH:11]=[CH:10][CH:9]=3)[CH:5]=[CH:4][CH:3]=1.[C:16](O[C:16](=[O:20])[C:17]([CH3:19])=[CH2:18])(=[O:20])[C:17]([CH3:19])=[CH2:18], predict the reaction product. The product is: [C:16]([NH:1][C:2]1[C:15]2[C:6](=[CH:7][C:8]3[C:13]([CH:14]=2)=[CH:12][CH:11]=[CH:10][CH:9]=3)[CH:5]=[CH:4][CH:3]=1)(=[O:20])[C:17]([CH3:19])=[CH2:18]. (3) Given the reactants C(OC([N:8]1[CH2:11][C:10]([C:13]#[N:14])([CH3:12])[CH2:9]1)=O)(C)(C)C.[F:15][C:16]([F:21])([F:20])[C:17]([OH:19])=[O:18], predict the reaction product. The product is: [F:15][C:16]([F:21])([F:20])[C:17]([OH:19])=[O:18].[C:13]([C:10]1([CH3:12])[CH2:11][NH:8][CH2:9]1)#[N:14]. (4) Given the reactants [CH3:1][C@H:2]1[CH2:7][N:6]([CH2:8][C:9]2[C:17]3[O:16][CH:15]=[CH:14][C:13]=3[CH:12]=[C:11]([N+:18]([O-])=O)[CH:10]=2)[C@H:5]([CH3:21])[CH2:4][N:3]1[C:22]([O:24][C:25]([CH3:28])([CH3:27])[CH3:26])=[O:23].O.NN, predict the reaction product. The product is: [NH2:18][C:11]1[CH:10]=[C:9]([CH2:8][N:6]2[C@H:5]([CH3:21])[CH2:4][N:3]([C:22]([O:24][C:25]([CH3:26])([CH3:28])[CH3:27])=[O:23])[C@@H:2]([CH3:1])[CH2:7]2)[C:17]2[O:16][CH:15]=[CH:14][C:13]=2[CH:12]=1. (5) Given the reactants [NH2:1][C:2]1[CH:7]=[CH:6][C:5]([O:8][CH:9]2[CH2:12][CH2:11][CH2:10]2)=[CH:4][C:3]=1[C:13]1[CH:14]=[C:15]([CH:29]=[CH:30][N:31]=1)[C:16]([NH:18][C@@H:19]1[C:28]2[C:23](=[CH:24][CH:25]=[CH:26][CH:27]=2)[CH2:22][CH2:21][CH2:20]1)=[O:17].[CH3:32][C:33]([CH3:62])([O:35][C:36](=[O:61])[CH2:37][CH2:38][O:39][CH2:40][CH2:41][O:42][CH2:43][CH2:44][O:45][CH2:46][CH2:47][O:48][CH2:49][CH2:50][CH2:51][C:52]1[CH:53]=[C:54]([CH:58]=[CH:59][CH:60]=1)[C:55](O)=[O:56])[CH3:34].CCN(C(C)C)C(C)C.CN(C(ON1N=NC2C=CC=NC1=2)=[N+](C)C)C.F[P-](F)(F)(F)(F)F, predict the reaction product. The product is: [CH:9]1([O:8][C:5]2[CH:6]=[CH:7][C:2]([NH:1][C:55]([C:54]3[CH:53]=[C:52]([CH2:51][CH2:50][CH2:49][O:48][CH2:47][CH2:46][O:45][CH2:44][CH2:43][O:42][CH2:41][CH2:40][O:39][CH2:38][CH2:37][C:36]([O:35][C:33]([CH3:62])([CH3:34])[CH3:32])=[O:61])[CH:60]=[CH:59][CH:58]=3)=[O:56])=[C:3]([C:13]3[CH:14]=[C:15]([C:16](=[O:17])[NH:18][C@@H:19]4[C:28]5[C:23](=[CH:24][CH:25]=[CH:26][CH:27]=5)[CH2:22][CH2:21][CH2:20]4)[CH:29]=[CH:30][N:31]=3)[CH:4]=2)[CH2:12][CH2:11][CH2:10]1. (6) Given the reactants [H-].[Na+].[NH:3]1[CH:7]=[CH:6][CH:5]=[N:4]1.Cl.Cl.Cl[CH2:11][C:12]1[CH:17]=[CH:16][C:15]([C:18]2[C:19]([N:24]3[CH2:29][CH2:28][N:27]([CH2:30][C:31]4[CH:32]=[N:33][N:34]([CH3:37])[C:35]=4[CH3:36])[CH2:26][CH2:25]3)=[N:20][CH:21]=[CH:22][N:23]=2)=[CH:14][CH:13]=1, predict the reaction product. The product is: [CH3:37][N:34]1[C:35]([CH3:36])=[C:31]([CH2:30][N:27]2[CH2:26][CH2:25][N:24]([C:19]3[C:18]([C:15]4[CH:16]=[CH:17][C:12]([CH2:11][N:3]5[CH:7]=[CH:6][CH:5]=[N:4]5)=[CH:13][CH:14]=4)=[N:23][CH:22]=[CH:21][N:20]=3)[CH2:29][CH2:28]2)[CH:32]=[N:33]1. (7) Given the reactants CS(O[CH2:6][C@H:7]1[CH2:16][CH2:15][C:14]2[C:9](=[CH:10][CH:11]=[CH:12][CH:13]=2)[O:8]1)(=O)=O.[NH3:17].Cl, predict the reaction product. The product is: [NH2:17][CH2:6][C@H:7]1[CH2:16][CH2:15][C:14]2[C:9](=[CH:10][CH:11]=[CH:12][CH:13]=2)[O:8]1.